From a dataset of NCI-60 drug combinations with 297,098 pairs across 59 cell lines. Regression. Given two drug SMILES strings and cell line genomic features, predict the synergy score measuring deviation from expected non-interaction effect. (1) Drug 1: CN1C(=O)N2C=NC(=C2N=N1)C(=O)N. Drug 2: CCCCC(=O)OCC(=O)C1(CC(C2=C(C1)C(=C3C(=C2O)C(=O)C4=C(C3=O)C=CC=C4OC)O)OC5CC(C(C(O5)C)O)NC(=O)C(F)(F)F)O. Cell line: UACC62. Synergy scores: CSS=30.0, Synergy_ZIP=-7.01, Synergy_Bliss=-11.9, Synergy_Loewe=-21.0, Synergy_HSA=-11.3. (2) Drug 1: C1C(C(OC1N2C=C(C(=O)NC2=O)F)CO)O. Drug 2: C(=O)(N)NO. Cell line: BT-549. Synergy scores: CSS=18.7, Synergy_ZIP=-3.46, Synergy_Bliss=0.0370, Synergy_Loewe=-4.54, Synergy_HSA=-0.871.